Task: Predict the reactants needed to synthesize the given product.. Dataset: Full USPTO retrosynthesis dataset with 1.9M reactions from patents (1976-2016) Given the product [Br:11][C:12]1[CH:18]=[CH:17][C:15]([NH:16][C:36]([C:34]2[CH:35]=[C:30]3[N:29]=[C:28]([NH:27][C:21]4[C:22]([Cl:26])=[CH:23][CH:24]=[CH:25][C:20]=4[Cl:19])[N:42]([CH3:43])[C:31]3=[N:32][C:33]=2[O:40][CH3:41])=[O:37])=[CH:14][CH:13]=1, predict the reactants needed to synthesize it. The reactants are: C[Al](C)C.CCCCCC.[Br:11][C:12]1[CH:18]=[CH:17][C:15]([NH2:16])=[CH:14][CH:13]=1.[Cl:19][C:20]1[CH:25]=[CH:24][CH:23]=[C:22]([Cl:26])[C:21]=1[NH:27][C:28]1[N:42]([CH3:43])[C:31]2=[N:32][C:33]([O:40][CH3:41])=[C:34]([C:36](OC)=[O:37])[CH:35]=[C:30]2[N:29]=1.